The task is: Predict which catalyst facilitates the given reaction.. This data is from Catalyst prediction with 721,799 reactions and 888 catalyst types from USPTO. Reactant: [CH3:1][N:2]1[CH2:7][CH2:6][CH:5]([C:8]2[CH:9]=[C:10]([CH:25]=[CH:26][CH:27]=2)[CH2:11][CH:12]2[CH2:17][CH2:16][N:15](C(OC(C)(C)C)=O)[CH2:14][CH2:13]2)[CH2:4][CH2:3]1.[ClH:28].C(OCC)C. Product: [ClH:28].[CH3:1][N:2]1[CH2:7][CH2:6][CH:5]([C:8]2[CH:9]=[C:10]([CH:25]=[CH:26][CH:27]=2)[CH2:11][CH:12]2[CH2:17][CH2:16][NH:15][CH2:14][CH2:13]2)[CH2:4][CH2:3]1. The catalyst class is: 5.